From a dataset of Forward reaction prediction with 1.9M reactions from USPTO patents (1976-2016). Predict the product of the given reaction. (1) Given the reactants Cl[C:2]([O:4][CH3:5])=[O:3].[NH2:6][CH:7]([CH2:11][C:12]#[N:13])[C:8]([OH:10])=[O:9].[OH-].[Na+].Cl, predict the reaction product. The product is: [C:12]([CH2:11][CH:7]([NH:6][C:2]([O:4][CH3:5])=[O:3])[C:8]([OH:10])=[O:9])#[N:13]. (2) Given the reactants [CH3:1][N:2]1[C:6]2[CH:7]=[CH:8][CH:9]=[CH:10][C:5]=2[N:4]=[C:3]1[O:11][C:12]1[CH:18]=[CH:17][C:15]([NH2:16])=[CH:14][CH:13]=1.[Cl:19][C:20]1[C:25]([N+:26]([O-:28])=[O:27])=[C:24](Cl)[N:23]=[CH:22][N:21]=1.O, predict the reaction product. The product is: [Cl:19][C:20]1[N:21]=[CH:22][N:23]=[C:24]([NH:16][C:15]2[CH:17]=[CH:18][C:12]([O:11][C:3]3[N:2]([CH3:1])[C:6]4[CH:7]=[CH:8][CH:9]=[CH:10][C:5]=4[N:4]=3)=[CH:13][CH:14]=2)[C:25]=1[N+:26]([O-:28])=[O:27]. (3) Given the reactants [Br:1][C:2]1[C:3]([F:21])=[CH:4][C:5]([N+:18]([O-:20])=[O:19])=[C:6]([O:8][C:9]2[C:14]([F:15])=[C:13]([CH3:16])[CH:12]=[CH:11][C:10]=2[Cl:17])[CH:7]=1.C1C(=O)N([Br:29])C(=O)C1, predict the reaction product. The product is: [Br:1][C:2]1[C:3]([F:21])=[CH:4][C:5]([N+:18]([O-:20])=[O:19])=[C:6]([O:8][C:9]2[C:14]([F:15])=[C:13]([CH2:16][Br:29])[CH:12]=[CH:11][C:10]=2[Cl:17])[CH:7]=1. (4) Given the reactants [N+:1]([C:4]1[CH:5]=[C:6]([C:21]2[S:25][C:24]([N:26]3[CH2:32][CH2:31][CH2:30][NH:29][C:28](=[O:33])[CH2:27]3)=[N:23][CH:22]=2)[CH:7]=[C:8]([NH:10][C:11]2[N:16]=[C:15]([C:17]([F:20])([F:19])[F:18])[CH:14]=[CH:13][N:12]=2)[CH:9]=1)([O-:3])=[O:2].C(N(CC)CC)C.[C:41](O[C:41]([O:43][C:44]([CH3:47])([CH3:46])[CH3:45])=[O:42])([O:43][C:44]([CH3:47])([CH3:46])[CH3:45])=[O:42], predict the reaction product. The product is: [C:44]([O:43][C:41](=[O:42])[N:10]([C:8]1[CH:7]=[C:6]([C:21]2[S:25][C:24]([N:26]3[CH2:32][CH2:31][CH2:30][NH:29][C:28](=[O:33])[CH2:27]3)=[N:23][CH:22]=2)[CH:5]=[C:4]([N+:1]([O-:3])=[O:2])[CH:9]=1)[C:11]1[N:16]=[C:15]([C:17]([F:19])([F:20])[F:18])[CH:14]=[CH:13][N:12]=1)([CH3:47])([CH3:46])[CH3:45]. (5) Given the reactants [C:1]([C:5]1[O:9][N:8]=[C:7]([C:10]2[CH:23]=[CH:22][C:13]3[O:14][C:15]4[CH:20]=[C:19](N)[CH:18]=[CH:17][C:16]=4[C:12]=3[CH:11]=2)[N:6]=1)([CH3:4])([CH3:3])[CH3:2].N([O-])=[O:25].[Na+].C1(C)C=CC=CC=1.[S:35]([Cl:38])(Cl)=[O:36], predict the reaction product. The product is: [C:1]([C:5]1[O:9][N:8]=[C:7]([C:10]2[CH:23]=[CH:22][C:13]3[O:14][C:15]4[CH:20]=[C:19]([S:35]([Cl:38])(=[O:36])=[O:25])[CH:18]=[CH:17][C:16]=4[C:12]=3[CH:11]=2)[N:6]=1)([CH3:4])([CH3:3])[CH3:2]. (6) Given the reactants Br[C:2]1[CH:3]=[C:4]([NH:8][C:9](=[O:15])[O:10][C:11]([CH3:14])([CH3:13])[CH3:12])[CH:5]=[N:6][CH:7]=1.[Na+].[I-:17].CN(C)CCN, predict the reaction product. The product is: [I:17][C:2]1[CH:3]=[C:4]([NH:8][C:9](=[O:15])[O:10][C:11]([CH3:14])([CH3:13])[CH3:12])[CH:5]=[N:6][CH:7]=1.